Dataset: CYP3A4 inhibition data for predicting drug metabolism from PubChem BioAssay. Task: Regression/Classification. Given a drug SMILES string, predict its absorption, distribution, metabolism, or excretion properties. Task type varies by dataset: regression for continuous measurements (e.g., permeability, clearance, half-life) or binary classification for categorical outcomes (e.g., BBB penetration, CYP inhibition). Dataset: cyp3a4_veith. (1) The molecule is Cc1cc(-c2cc(C)c(O)c(C(C)(C)C)c2)cc(C(C)(C)C)c1O. The result is 0 (non-inhibitor). (2) The molecule is Cc1nc2sc(C#N)c(N)c2c2c1CCCC2. The result is 1 (inhibitor). (3) The drug is Nc1ccccc1C#CCCCCO. The result is 1 (inhibitor). (4) The molecule is COc1ccc2c3c1O[C@H]1C[C@H](O)C=C[C@@]31CCN(C)C2. The result is 0 (non-inhibitor). (5) The drug is CC1(C)CC(=O)C(C(c2cccc(O)c2O)C2C(=O)CC(C)(C)CC2=O)C(=O)C1. The result is 0 (non-inhibitor). (6) The compound is O=[N+]([O-])c1ccc2c(c1)Cc1cc(N=Cc3ccc4c(c3)OCO4)ccc1-2. The result is 0 (non-inhibitor).